Dataset: Reaction yield outcomes from USPTO patents with 853,638 reactions. Task: Predict the reaction yield, written as a fraction of the theoretical maximum amount of product (1.0 means a 100% yield; for example, 0.34 means a 34% yield). (1) The reactants are [C:1]([NH:5][S:6]([C:9]1[CH:14]=[CH:13][CH:12]=[CH:11][CH:10]=1)(=[O:8])=[O:7])([CH3:4])([CH3:3])[CH3:2].C([Li])(C)(C)C.[CH2:20]([N:27]1[CH2:31][CH2:30][C:29](=[O:32])[CH2:28]1)[C:21]1[CH:26]=[CH:25][CH:24]=[CH:23][CH:22]=1. The catalyst is CCCCC.CCOCC. The product is [CH2:20]([N:27]1[CH2:31][CH2:30][C:29]([C:10]2[CH:11]=[CH:12][CH:13]=[CH:14][C:9]=2[S:6]([NH:5][C:1]([CH3:4])([CH3:2])[CH3:3])(=[O:8])=[O:7])([OH:32])[CH2:28]1)[C:21]1[CH:22]=[CH:23][CH:24]=[CH:25][CH:26]=1. The yield is 0.390. (2) The reactants are Br[CH:2]([C:4]1[CH:9]=[CH:8][C:7]([N+:10]([O-:12])=[O:11])=[CH:6][CH:5]=1)[CH3:3].[CH3:13][NH:14][CH3:15].C(=O)([O-])[O-].[K+].[K+].CCOC(C)=O. The catalyst is CN(C=O)C.O. The product is [CH3:13][N:14]([CH3:15])[CH:2]([C:4]1[CH:9]=[CH:8][C:7]([N+:10]([O-:12])=[O:11])=[CH:6][CH:5]=1)[CH3:3]. The yield is 0.890.